Dataset: Peptide-MHC class I binding affinity with 185,985 pairs from IEDB/IMGT. Task: Regression. Given a peptide amino acid sequence and an MHC pseudo amino acid sequence, predict their binding affinity value. This is MHC class I binding data. (1) The peptide sequence is MHYGYNRAN. The MHC is HLA-A02:16 with pseudo-sequence HLA-A02:16. The binding affinity (normalized) is 0.0847. (2) The peptide sequence is AKATGRYNL. The MHC is HLA-A68:02 with pseudo-sequence HLA-A68:02. The binding affinity (normalized) is 0.0847. (3) The peptide sequence is QTEPKTSVV. The MHC is HLA-B51:01 with pseudo-sequence HLA-B51:01. The binding affinity (normalized) is 0.0847. (4) The peptide sequence is PASISSVLTI. The MHC is HLA-A68:02 with pseudo-sequence HLA-A68:02. The binding affinity (normalized) is 0.222. (5) The peptide sequence is KVQRQIQVH. The MHC is HLA-A02:01 with pseudo-sequence HLA-A02:01. The binding affinity (normalized) is 0. (6) The peptide sequence is RRDYRRGL. The MHC is HLA-B57:01 with pseudo-sequence HLA-B57:01. The binding affinity (normalized) is 0. (7) The peptide sequence is YAKCTGTGW. The MHC is Mamu-B17 with pseudo-sequence Mamu-B17. The binding affinity (normalized) is 0.322. (8) The peptide sequence is GSSDFQVHFLK. The MHC is HLA-B35:01 with pseudo-sequence HLA-B35:01. The binding affinity (normalized) is 0.0847. (9) The peptide sequence is KVNTTIARY. The MHC is HLA-A32:01 with pseudo-sequence HLA-A32:01. The binding affinity (normalized) is 0.404. (10) The peptide sequence is ITTDDLVKSY. The MHC is HLA-A11:01 with pseudo-sequence HLA-A11:01. The binding affinity (normalized) is 0.140.